From a dataset of Catalyst prediction with 721,799 reactions and 888 catalyst types from USPTO. Predict which catalyst facilitates the given reaction. (1) Reactant: [CH2:1]([O:8][CH2:9][CH2:10][CH2:11][C:12]1[N:13]=[C:14]([C:30]2[CH:35]=[CH:34][C:33]([C:36]([F:39])([F:38])[F:37])=[CH:32][CH:31]=2)[S:15][C:16]=1[CH2:17][O:18][C:19]1[CH:28]=[CH:27][C:22]([C:23]([NH:25][OH:26])=[NH:24])=[C:21]([F:29])[CH:20]=1)[C:2]1[CH:7]=[CH:6][CH:5]=[CH:4][CH:3]=1.N1C=CC=CC=1.Cl[C:47](OC1C=CC=CC=1)=[O:48]. Product: [CH2:1]([O:8][CH2:9][CH2:10][CH2:11][C:12]1[N:13]=[C:14]([C:30]2[CH:31]=[CH:32][C:33]([C:36]([F:38])([F:37])[F:39])=[CH:34][CH:35]=2)[S:15][C:16]=1[CH2:17][O:18][C:19]1[CH:28]=[CH:27][C:22]([C:23]2[NH:24][C:47](=[O:48])[O:26][N:25]=2)=[C:21]([F:29])[CH:20]=1)[C:2]1[CH:7]=[CH:6][CH:5]=[CH:4][CH:3]=1. The catalyst class is: 4. (2) Reactant: [CH3:1][C:2]1[N:7]=[C:6]2[S:8][C:9]3[CH2:14][CH2:13][CH2:12][CH2:11][C:10]=3[C:5]2=[C:4]([C:15]2[CH:20]=[CH:19][C:18]([Cl:21])=[CH:17][CH:16]=2)[C:3]=1[CH2:22][C:23]([O:25][CH3:26])=[O:24].[Li+].C[Si]([N-][Si](C)(C)C)(C)C.[CH2:37]1[CH2:41]OC[CH2:38]1.ICCC. The catalyst class is: 3. Product: [CH3:1][C:2]1[N:7]=[C:6]2[S:8][C:9]3[CH2:14][CH2:13][CH2:12][CH2:11][C:10]=3[C:5]2=[C:4]([C:15]2[CH:16]=[CH:17][C:18]([Cl:21])=[CH:19][CH:20]=2)[C:3]=1[CH:22]([CH2:38][CH2:37][CH3:41])[C:23]([O:25][CH3:26])=[O:24]. (3) Reactant: [N:1]1[N:5]2[C:6]([C:10]3[CH:11]=[C:12]([NH:16][C:17](=[O:28])[C:18]4[CH:23]=[CH:22][CH:21]=[C:20]([C:24]([F:27])([F:26])[F:25])[CH:19]=4)[CH:13]=[CH:14][CH:15]=3)=[CH:7][CH2:8][NH:9][C:4]2=[CH:3][CH:2]=1.Cl[C:30]([O:32][CH3:33])=[O:31].CCN(C(C)C)C(C)C. Product: [F:27][C:24]([F:25])([F:26])[C:20]1[CH:19]=[C:18]([CH:23]=[CH:22][CH:21]=1)[C:17]([NH:16][C:12]1[CH:11]=[C:10]([C:6]2[N:5]3[N:1]=[CH:2][CH:3]=[C:4]3[N:9]([C:30]([O:32][CH3:33])=[O:31])[CH2:8][CH:7]=2)[CH:15]=[CH:14][CH:13]=1)=[O:28]. The catalyst class is: 3. (4) Reactant: [CH2:1]([O:3][C@@H:4]([CH2:10][C:11]1[CH:16]=[CH:15][C:14]([O:17][CH2:18][C:19]([N:21]([CH2:30][CH2:31][CH2:32][CH2:33][CH2:34][CH3:35])[CH2:22][CH2:23][C:24]2[CH:29]=[CH:28][CH:27]=[CH:26][CH:25]=2)=[O:20])=[CH:13][CH:12]=1)[C:5]([O:7]CC)=[O:6])[CH3:2].[Li+].[OH-].Cl. Product: [CH2:1]([O:3][C@@H:4]([CH2:10][C:11]1[CH:16]=[CH:15][C:14]([O:17][CH2:18][C:19]([N:21]([CH2:30][CH2:31][CH2:32][CH2:33][CH2:34][CH3:35])[CH2:22][CH2:23][C:24]2[CH:25]=[CH:26][CH:27]=[CH:28][CH:29]=2)=[O:20])=[CH:13][CH:12]=1)[C:5]([OH:7])=[O:6])[CH3:2]. The catalyst class is: 1. (5) Reactant: [Br:1][C:2]1[CH:7]=[CH:6][C:5]([S:8](Cl)(=[O:10])=[O:9])=[CH:4][CH:3]=1.[CH2:12]([CH:19]1[CH2:24][CH2:23][NH:22][CH2:21][CH2:20]1)[C:13]1[CH:18]=[CH:17][CH:16]=[CH:15][CH:14]=1.CCN(C(C)C)C(C)C. The catalyst class is: 2. Product: [CH2:12]([CH:19]1[CH2:24][CH2:23][N:22]([S:8]([C:5]2[CH:6]=[CH:7][C:2]([Br:1])=[CH:3][CH:4]=2)(=[O:10])=[O:9])[CH2:21][CH2:20]1)[C:13]1[CH:18]=[CH:17][CH:16]=[CH:15][CH:14]=1.